From a dataset of Catalyst prediction with 721,799 reactions and 888 catalyst types from USPTO. Predict which catalyst facilitates the given reaction. (1) Reactant: [CH3:1][P:2](=[O:13])([CH3:12])[C:3]1[CH:8]=[CH:7][C:6]([N+:9]([O-])=O)=[CH:5][CH:4]=1. Product: [CH3:12][P:2]([C:3]1[CH:8]=[CH:7][C:6]([NH2:9])=[CH:5][CH:4]=1)([CH3:1])=[O:13]. The catalyst class is: 19. (2) Reactant: [OH-].[Na+].[CH2:3]([O:5][C:6]1[CH:11]=[C:10]([CH2:12][N:13]2[CH2:16][C:15]3([CH2:20][C:19]([N:21]4[CH2:26][CH2:25][CH:24]([C:27]([O:29]CC)=[O:28])[CH2:23][CH2:22]4)=[N:18][O:17]3)[CH2:14]2)[CH:9]=[C:8]([O:32][CH2:33][CH3:34])[C:7]=1[C:35]1[CH:40]=[CH:39][C:38]([F:41])=[CH:37][CH:36]=1)[CH3:4].Cl. Product: [CH2:33]([O:32][C:8]1[CH:9]=[C:10]([CH2:12][N:13]2[CH2:16][C:15]3([CH2:20][C:19]([N:21]4[CH2:22][CH2:23][CH:24]([C:27]([OH:29])=[O:28])[CH2:25][CH2:26]4)=[N:18][O:17]3)[CH2:14]2)[CH:11]=[C:6]([O:5][CH2:3][CH3:4])[C:7]=1[C:35]1[CH:40]=[CH:39][C:38]([F:41])=[CH:37][CH:36]=1)[CH3:34]. The catalyst class is: 8. (3) Reactant: [CH3:1][NH2:2].[F:3][C:4]([F:32])([C:22]([F:31])([F:30])[C:23]([F:29])([F:28])[C:24]([F:27])([F:26])[F:25])[CH2:5][CH2:6][CH2:7][CH2:8][CH2:9][CH2:10]C1C=C(C)C=CC=1S([O-])(=O)=O. Product: [CH3:1][NH:2][CH2:10][CH2:9][CH2:8][CH2:7][CH2:6][CH2:5][C:4]([F:32])([F:3])[C:22]([F:31])([F:30])[C:23]([F:29])([F:28])[C:24]([F:27])([F:26])[F:25]. The catalyst class is: 7.